Dataset: CYP1A2 inhibition data for predicting drug metabolism from PubChem BioAssay. Task: Regression/Classification. Given a drug SMILES string, predict its absorption, distribution, metabolism, or excretion properties. Task type varies by dataset: regression for continuous measurements (e.g., permeability, clearance, half-life) or binary classification for categorical outcomes (e.g., BBB penetration, CYP inhibition). Dataset: cyp1a2_veith. (1) The compound is CS(=O)(=O)Nc1cccc(-c2cc(NCc3ccccc3)ncn2)c1. The result is 1 (inhibitor). (2) The drug is COCCn1c(=O)c(CCc2ccccc2)nc2cnc(OCc3ccccc3)nc21. The result is 1 (inhibitor). (3) The compound is O=C(NCc1cn(-c2ccccc2)nc1-c1ccccc1)c1cc([N+](=O)[O-])cc([N+](=O)[O-])c1. The result is 0 (non-inhibitor). (4) The compound is Cc1noc(C)c1-c1nc(N2CCN(C)CC2)c2ccccc2n1. The result is 1 (inhibitor). (5) The result is 1 (inhibitor). The compound is CCCCC(=O)NCCc1c(Cc2ccccc2)[nH]c2ccccc12.